Predict which catalyst facilitates the given reaction. From a dataset of Catalyst prediction with 721,799 reactions and 888 catalyst types from USPTO. (1) Reactant: [C:1]([C:3]1[CH:4]=[C:5]([F:30])[C:6]([NH:14][C@H:15]2[CH2:19][CH2:18][N:17]([C:20]([O:22][CH2:23][C:24]3[CH:29]=[CH:28][CH:27]=[CH:26][CH:25]=3)=[O:21])[CH2:16]2)=[C:7]2[C:11]=1[NH:10][C:9]([CH3:12])=[C:8]2[CH3:13])#[N:2].C=O.[C:33](O)(=O)C.C([BH3-])#N.[Na+]. Product: [C:1]([C:3]1[CH:4]=[C:5]([F:30])[C:6]([N:14]([CH3:33])[C@H:15]2[CH2:19][CH2:18][N:17]([C:20]([O:22][CH2:23][C:24]3[CH:25]=[CH:26][CH:27]=[CH:28][CH:29]=3)=[O:21])[CH2:16]2)=[C:7]2[C:11]=1[NH:10][C:9]([CH3:12])=[C:8]2[CH3:13])#[N:2]. The catalyst class is: 191. (2) Reactant: [NH2:1][C:2]1[C:20]([N+:21]([O-])=O)=[CH:19][C:5]([C:6]([NH:8][C@H:9]2[CH2:14][CH2:13][C@H:12]([C:15]([F:18])([F:17])[F:16])[CH2:11][CH2:10]2)=[O:7])=[C:4]([O:24][CH2:25][CH2:26][O:27][CH3:28])[N:3]=1. Product: [NH2:21][C:20]1[C:2]([NH2:1])=[N:3][C:4]([O:24][CH2:25][CH2:26][O:27][CH3:28])=[C:5]([CH:19]=1)[C:6]([NH:8][C@H:9]1[CH2:10][CH2:11][C@H:12]([C:15]([F:16])([F:17])[F:18])[CH2:13][CH2:14]1)=[O:7]. The catalyst class is: 814.